This data is from Catalyst prediction with 721,799 reactions and 888 catalyst types from USPTO. The task is: Predict which catalyst facilitates the given reaction. (1) Reactant: [F:1][C:2]1([CH:12]([O:17][Si](CC)(CC)CC)[C:13]([F:16])([F:15])[F:14])[CH2:7][CH2:6][N:5]([S:8]([CH3:11])(=[O:10])=[O:9])[CH2:4][CH2:3]1.[F-].C([N+](CCCC)(CCCC)CCCC)CCC.O.C(OCC)(=O)C. Product: [F:1][C:2]1([CH:12]([OH:17])[C:13]([F:16])([F:15])[F:14])[CH2:7][CH2:6][N:5]([S:8]([CH3:11])(=[O:10])=[O:9])[CH2:4][CH2:3]1. The catalyst class is: 7. (2) Reactant: [NH2:1][C:2]1[N:10]=[C:9]([Cl:11])[CH:8]=[CH:7][C:3]=1[C:4]([NH2:6])=[O:5].C(Cl)(=O)[C:13](Cl)=[O:14]. Product: [Cl:11][C:9]1[CH:8]=[CH:7][C:3]2[C:4]([OH:5])=[N:6][C:13]([OH:14])=[N:1][C:2]=2[N:10]=1. The catalyst class is: 11.